This data is from Full USPTO retrosynthesis dataset with 1.9M reactions from patents (1976-2016). The task is: Predict the reactants needed to synthesize the given product. (1) Given the product [Cl:1][C:2]1[CH:3]=[C:4]([C:11]([CH3:30])([CH3:29])[CH2:12][C@:13]([CH2:19][S:20][C:22]2[CH:27]=[CH:26][C:25]([CH3:28])=[CH:24][CH:23]=2)([OH:18])[C:14]([F:17])([F:15])[F:16])[C:5]2[O:9][CH2:8][CH2:7][C:6]=2[CH:10]=1, predict the reactants needed to synthesize it. The reactants are: [Cl:1][C:2]1[CH:3]=[C:4]([C:11]([CH3:30])([CH3:29])[CH2:12][C@:13]([CH2:19][S@:20]([C:22]2[CH:27]=[CH:26][C:25]([CH3:28])=[CH:24][CH:23]=2)=O)([OH:18])[C:14]([F:17])([F:16])[F:15])[C:5]2[O:9][CH2:8][CH2:7][C:6]=2[CH:10]=1.[I-].[Na+].FC(F)(F)C(OC(=O)C(F)(F)F)=O. (2) Given the product [Br:1][C:2]1[C:3]([CH3:15])=[CH:4][C:5]2[O:10][C:9]([CH3:11])([CH3:12])[C:8](=[O:13])[N:7]([CH2:18][CH3:19])[C:6]=2[CH:14]=1, predict the reactants needed to synthesize it. The reactants are: [Br:1][C:2]1[C:3]([CH3:15])=[CH:4][C:5]2[O:10][C:9]([CH3:12])([CH3:11])[C:8](=[O:13])[NH:7][C:6]=2[CH:14]=1.[OH-].[K+].[CH2:18](I)[CH3:19].